Dataset: Peptide-MHC class I binding affinity with 185,985 pairs from IEDB/IMGT. Task: Regression. Given a peptide amino acid sequence and an MHC pseudo amino acid sequence, predict their binding affinity value. This is MHC class I binding data. (1) The peptide sequence is VKKLWGHLP. The MHC is HLA-B15:01 with pseudo-sequence HLA-B15:01. The binding affinity (normalized) is 0.0847. (2) The peptide sequence is KMEKDGQLEEA. The MHC is Mamu-B01 with pseudo-sequence Mamu-B01. The binding affinity (normalized) is 0. (3) The peptide sequence is QHSFMANRM. The MHC is HLA-A02:01 with pseudo-sequence HLA-A02:01. The binding affinity (normalized) is 0.0847. (4) The peptide sequence is DPNPQEVVL. The MHC is HLA-A31:01 with pseudo-sequence HLA-A31:01. The binding affinity (normalized) is 0.0352. (5) The peptide sequence is IALPVAWLF. The MHC is HLA-B39:01 with pseudo-sequence HLA-B39:01. The binding affinity (normalized) is 0.0847. (6) The peptide sequence is LIFCHSKKK. The MHC is HLA-A33:01 with pseudo-sequence HLA-A33:01. The binding affinity (normalized) is 0.0672. (7) The peptide sequence is FRRFTQAIY. The MHC is HLA-B15:17 with pseudo-sequence HLA-B15:17. The binding affinity (normalized) is 0.0847. (8) The peptide sequence is KAFSPEVIPMF. The MHC is HLA-A02:01 with pseudo-sequence HLA-A02:01. The binding affinity (normalized) is 0.121. (9) The peptide sequence is MYYPAQLYL. The MHC is HLA-C15:02 with pseudo-sequence HLA-C15:02. The binding affinity (normalized) is 0.473. (10) The peptide sequence is DWMERIEDF. The MHC is HLA-A02:12 with pseudo-sequence HLA-A02:12. The binding affinity (normalized) is 0.0847.